The task is: Predict the reactants needed to synthesize the given product.. This data is from Full USPTO retrosynthesis dataset with 1.9M reactions from patents (1976-2016). (1) Given the product [CH2:2]([C:9]1[C:13]2[C:14]([NH:18][CH2:19][C:20]3[CH:21]=[CH:22][C:23]([Cl:26])=[CH:24][CH:25]=3)=[N:15][CH:16]=[CH:17][C:12]=2[NH:11][C:10]=1[CH3:27])[C:3]1[CH:4]=[CH:5][CH:6]=[CH:7][CH:8]=1, predict the reactants needed to synthesize it. The reactants are: Cl.[CH2:2]([C:9]1[C:13]2[C:14]([NH:18][CH2:19][C:20]3[CH:25]=[CH:24][C:23]([Cl:26])=[CH:22][CH:21]=3)=[N:15][CH:16]=[CH:17][C:12]=2[NH:11][C:10]=1[CH3:27])[C:3]1[CH:8]=[CH:7][CH:6]=[CH:5][CH:4]=1.C(=O)(O)[O-].[Na+]. (2) Given the product [CH3:16][O:15][C:7]1[CH:8]=[C:9]([N+:12]([O-:14])=[O:13])[CH:10]=[CH:11][C:6]=1[CH2:5][C:17]#[N:18], predict the reactants needed to synthesize it. The reactants are: C(OC(=O)[CH:5]([C:17]#[N:18])[C:6]1[CH:11]=[CH:10][C:9]([N+:12]([O-:14])=[O:13])=[CH:8][C:7]=1[O:15][CH3:16])C.Cl. (3) Given the product [CH:1]1([NH:6][C:7]2[N:12]3[N:13]=[C:14]([C:28]4[CH:33]=[CH:32][CH:31]=[C:30]([O:34][CH2:42][CH:43]5[CH2:45][CH2:44]5)[CH:29]=4)[C:15]([C:16]4[CH:21]=[CH:20][N:19]=[C:18]([NH:22][CH:23]5[CH2:24][CH2:25][CH2:26][CH2:27]5)[N:17]=4)=[C:11]3[CH:10]=[CH:9][CH:8]=2)[CH2:2][CH2:3][CH2:4][CH2:5]1, predict the reactants needed to synthesize it. The reactants are: [CH:1]1([NH:6][C:7]2[N:12]3[N:13]=[C:14]([C:28]4[CH:29]=[C:30]([OH:34])[CH:31]=[CH:32][CH:33]=4)[C:15]([C:16]4[CH:21]=[CH:20][N:19]=[C:18]([NH:22][CH:23]5[CH2:27][CH2:26][CH2:25][CH2:24]5)[N:17]=4)=[C:11]3[CH:10]=[CH:9][CH:8]=2)[CH2:5][CH2:4][CH2:3][CH2:2]1.C(=O)([O-])[O-].[Cs+].[Cs+].Br[CH2:42][CH:43]1[CH2:45][CH2:44]1.C(OCC)(=O)C. (4) Given the product [CH2:1]([O:3][C:4]1[N:9]=[CH:8][C:7]([C:14]2[CH:23]=[CH:22][C:21]3[N:20]=[CH:19][C:18]4[N:24]([CH3:36])[C:25](=[O:35])[N:26]([C:27]5[C:28]([O:33][CH3:34])=[N:29][CH:30]=[CH:31][CH:32]=5)[C:17]=4[C:16]=3[CH:15]=2)=[CH:6][CH:5]=1)[CH3:2], predict the reactants needed to synthesize it. The reactants are: [CH2:1]([O:3][C:4]1[N:9]=[CH:8][C:7](B(O)O)=[CH:6][CH:5]=1)[CH3:2].Br[C:14]1[CH:23]=[CH:22][C:21]2[N:20]=[CH:19][C:18]3[N:24]([CH3:36])[C:25](=[O:35])[N:26]([C:27]4[C:28]([O:33][CH3:34])=[N:29][CH:30]=[CH:31][CH:32]=4)[C:17]=3[C:16]=2[CH:15]=1.